Dataset: Full USPTO retrosynthesis dataset with 1.9M reactions from patents (1976-2016). Task: Predict the reactants needed to synthesize the given product. (1) Given the product [CH2:14]([N:11]1[CH2:12][CH2:13][C:8]2[C:6](=[O:5])[NH:28][CH:26]=[N:27][C:9]=2[CH2:10]1)[C:15]1[CH:20]=[CH:19][CH:18]=[CH:17][CH:16]=1, predict the reactants needed to synthesize it. The reactants are: [Na].Cl.C([O:5][C:6]([CH:8]1[CH2:13][CH2:12][N:11]([CH2:14][C:15]2[CH:20]=[CH:19][CH:18]=[CH:17][CH:16]=2)[CH2:10][C:9]1=O)=O)C.C(O)(=O)C.[CH:26]([NH2:28])=[NH:27]. (2) Given the product [F:21][C:18]1[CH:19]=[CH:20][C:15]([CH2:14][NH:13][C:11](=[O:12])[C:10]2[CH:22]=[CH:23][C:24]([C:34]([NH:36][CH2:37][C:38]3[CH:43]=[CH:42][C:41]([F:44])=[CH:40][CH:39]=3)=[O:35])=[C:25]([OH:26])[C:9]=2[OH:8])=[CH:16][CH:17]=1, predict the reactants needed to synthesize it. The reactants are: C([O:8][C:9]1[C:25]([O:26]CC2C=CC=CC=2)=[C:24]([C:34]([NH:36][CH2:37][C:38]2[CH:43]=[CH:42][C:41]([F:44])=[CH:40][CH:39]=2)=[O:35])[CH:23]=[CH:22][C:10]=1[C:11]([NH:13][CH2:14][C:15]1[CH:20]=[CH:19][C:18]([F:21])=[CH:17][CH:16]=1)=[O:12])C1C=CC=CC=1.Cl.CC(O)=O.